This data is from Aqueous solubility values for 9,982 compounds from the AqSolDB database. The task is: Regression/Classification. Given a drug SMILES string, predict its absorption, distribution, metabolism, or excretion properties. Task type varies by dataset: regression for continuous measurements (e.g., permeability, clearance, half-life) or binary classification for categorical outcomes (e.g., BBB penetration, CYP inhibition). For this dataset (solubility_aqsoldb), we predict Y. (1) The drug is CCCCCCC(O)C(O)C(=O)O. The Y is -1.55 log mol/L. (2) The drug is O=C([O-])[O-].[Ca+2]. The Y is -3.78 log mol/L. (3) The molecule is CC(=O)C(N=Nc1cc(C(=O)Nc2cc(Cl)ccc2C)ccc1Cl)C(=O)Nc1cc(C)c(NC(=O)C(N=Nc2cc(C(=O)Nc3cc(Cl)ccc3C)ccc2Cl)C(C)=O)cc1C. The Y is -7.26 log mol/L. (4) The drug is Cc1ccccc1N1C(=O)c2cc(S(N)(=O)=O)c(Cl)cc2NC1C. The Y is -3.78 log mol/L.